From a dataset of Forward reaction prediction with 1.9M reactions from USPTO patents (1976-2016). Predict the product of the given reaction. (1) Given the reactants Cl[C:2]1[C:7]2=[N:8][N:9]=[CH:10][N:6]2[N:5]=[C:4]([C:11]2[CH:16]=[CH:15][C:14]([Cl:17])=[CH:13][C:12]=2[Cl:18])[N:3]=1.Cl.[NH:20]1[CH2:25][CH2:24][CH2:23][CH:22]([NH:26][C:27]2[N:32]=[CH:31][C:30]([C:33]#[N:34])=[CH:29][CH:28]=2)[CH2:21]1.C(N(CC)C(C)C)(C)C, predict the reaction product. The product is: [Cl:18][C:12]1[CH:13]=[C:14]([Cl:17])[CH:15]=[CH:16][C:11]=1[C:4]1[N:3]=[C:2]([N:20]2[CH2:25][CH2:24][CH2:23][CH:22]([NH:26][C:27]3[N:32]=[CH:31][C:30]([C:33]#[N:34])=[CH:29][CH:28]=3)[CH2:21]2)[C:7]2=[N:8][N:9]=[CH:10][N:6]2[N:5]=1. (2) Given the reactants [N:1]1[CH:6]=[CH:5][CH:4]=[C:3]([O:7][C:8]2[N:15]=[CH:14][CH:13]=[CH:12][C:9]=2[C:10]#[N:11])[CH:2]=1, predict the reaction product. The product is: [N:1]1[CH:6]=[CH:5][CH:4]=[C:3]([O:7][C:8]2[C:9]([CH2:10][NH2:11])=[CH:12][CH:13]=[CH:14][N:15]=2)[CH:2]=1. (3) The product is: [CH2:27]([C:2]1[CH:3]=[C:4]2[C:8](=[CH:9][CH:10]=1)[CH2:7][N:6]([C:11]([O:13][CH2:14][C:15]1[CH:20]=[CH:19][CH:18]=[CH:17][CH:16]=1)=[O:12])[CH2:5]2)[CH:23]=[CH2:24]. Given the reactants Br[C:2]1[CH:3]=[C:4]2[C:8](=[CH:9][CH:10]=1)[CH2:7][N:6]([C:11]([O:13][CH2:14][C:15]1[CH:20]=[CH:19][CH:18]=[CH:17][CH:16]=1)=[O:12])[CH2:5]2.[F-].[Cs+].[CH2:23]1[CH2:27]OC[CH2:24]1.C(B1OC(C)(C)C(C)(C)O1)C=C, predict the reaction product. (4) Given the reactants [CH2:1]([O:3][C:4](=[O:20])[CH2:5][N:6]=[C:7]([C:14]1[CH:19]=[CH:18][CH:17]=[CH:16][CH:15]=1)[C:8]1[CH:13]=[CH:12][CH:11]=[CH:10][CH:9]=1)[CH3:2].[H-].[Na+].Cl[C:24]1[CH:29]=[C:28]([CH3:30])[N:27]=[C:26]([N:31]2[CH:35]=[CH:34][N:33]=[CH:32]2)[N:25]=1.O, predict the reaction product. The product is: [CH2:1]([O:3][C:4](=[O:20])[CH:5]([N:6]=[C:7]([C:14]1[CH:19]=[CH:18][CH:17]=[CH:16][CH:15]=1)[C:8]1[CH:9]=[CH:10][CH:11]=[CH:12][CH:13]=1)[C:24]1[CH:29]=[C:28]([CH3:30])[N:27]=[C:26]([N:31]2[CH:35]=[CH:34][N:33]=[CH:32]2)[N:25]=1)[CH3:2]. (5) Given the reactants [C:1]1([NH:7][C:8](=[O:35])[NH:9][C:10]2[CH:34]=[CH:33][C:13]([C:14]([N:16]3[CH2:21][CH2:20][N:19]([CH2:22][C:23]4[CH:24]=[C:25]([CH:30]=[CH:31][CH:32]=4)[C:26]([O:28]C)=[O:27])[CH2:18][CH2:17]3)=[O:15])=[CH:12][CH:11]=2)[CH:6]=[CH:5][CH:4]=[CH:3][CH:2]=1.O1CCOCC1.O.[OH-].[Li+], predict the reaction product. The product is: [C:1]1([NH:7][C:8](=[O:35])[NH:9][C:10]2[CH:11]=[CH:12][C:13]([C:14]([N:16]3[CH2:21][CH2:20][N:19]([CH2:22][C:23]4[CH:24]=[C:25]([CH:30]=[CH:31][CH:32]=4)[C:26]([OH:28])=[O:27])[CH2:18][CH2:17]3)=[O:15])=[CH:33][CH:34]=2)[CH:6]=[CH:5][CH:4]=[CH:3][CH:2]=1. (6) Given the reactants CC(C)([O-])C.[Na+].[CH3:7][C@H:8]([OH:11])[CH2:9][CH3:10].F[C:13]1[N:21]=[C:20]2[C:16]([N:17]=[CH:18][N:19]2[CH:22]2[CH2:27][CH2:26][CH2:25][CH2:24][O:23]2)=[C:15]([NH2:28])[N:14]=1, predict the reaction product. The product is: [CH3:7][C@H:8]([O:11][C:13]1[N:21]=[C:20]2[C:16]([N:17]=[CH:18][N:19]2[CH:22]2[CH2:27][CH2:26][CH2:25][CH2:24][O:23]2)=[C:15]([NH2:28])[N:14]=1)[CH2:9][CH3:10]. (7) Given the reactants [Cl:1][C:2]1[C:9]([Cl:10])=[CH:8][CH:7]=[C:6]([N+:11]([O-:13])=[O:12])[C:3]=1[C:4]#[N:5].[H]1[BH2][H][BH2]1, predict the reaction product. The product is: [ClH:1].[Cl:1][C:2]1[C:9]([Cl:10])=[CH:8][CH:7]=[C:6]([N+:11]([O-:13])=[O:12])[C:3]=1[CH2:4][NH2:5]. (8) Given the reactants [Br:1][C:2]1[CH:3]=[N:4][NH:5][CH:6]=1.CS(O[CH:12]1[CH2:15][C:14]2([CH2:20][CH2:19][CH2:18][N:17]([C:21]([O:23][C:24]([CH3:27])([CH3:26])[CH3:25])=[O:22])[CH2:16]2)[CH2:13]1)(=O)=O.C([O-])([O-])=O.[Cs+].[Cs+], predict the reaction product. The product is: [Br:1][C:2]1[CH:3]=[N:4][N:5]([CH:12]2[CH2:13][C:14]3([CH2:20][CH2:19][CH2:18][N:17]([C:21]([O:23][C:24]([CH3:27])([CH3:26])[CH3:25])=[O:22])[CH2:16]3)[CH2:15]2)[CH:6]=1. (9) Given the reactants [CH:1]1[N:5]2[C:6]3[CH:28]=[CH:27][CH:26]=[CH:25][C:7]=3[CH2:8][CH2:9][C@@H:10]([NH:11][C:12]([C:14]3([NH:17]C(=O)OC(C)(C)C)[CH2:16][CH2:15]3)=[O:13])[C:4]2=[N:3][CH:2]=1.FC(F)(F)C(O)=O, predict the reaction product. The product is: [NH2:17][C:14]1([C:12]([NH:11][C@@H:10]2[CH2:9][CH2:8][C:7]3[CH:25]=[CH:26][CH:27]=[CH:28][C:6]=3[N:5]3[CH:1]=[CH:2][N:3]=[C:4]23)=[O:13])[CH2:15][CH2:16]1. (10) Given the reactants N1(CC2C=C(C=C(Cl)C=2)/C=C/C2C=CC(N3C[CH2:22][N:21]([C:24]4[O:25][CH2:26][CH2:27]N=4)CC3)=CC=2)C=CN=C1.[N:33]1([CH2:38][C:39]2[CH:40]=[C:41]([CH:56]=[C:57]([F:59])[CH:58]=2)/[CH:42]=[CH:43]/[C:44]2[CH:49]=[CH:48][C:47]([N:50]3[CH2:55][CH2:54][NH:53][CH2:52][CH2:51]3)=[CH:46][CH:45]=2)[CH:37]=[CH:36][N:35]=[CH:34]1.N1(CC2C=C(C=C(Cl)C=2)/C=C/C2C=CC(N3CCNCC3)=CC=2)C=CN=C1.ClCCCN=C=O.ClCCN=C=O, predict the reaction product. The product is: [N:33]1([CH2:38][C:39]2[CH:40]=[C:41]([CH:56]=[C:57]([F:59])[CH:58]=2)/[CH:42]=[CH:43]/[C:44]2[CH:49]=[CH:48][C:47]([N:50]3[CH2:51][CH2:52][N:53]([C:24]4[O:25][CH2:26][CH2:27][CH2:22][N:21]=4)[CH2:54][CH2:55]3)=[CH:46][CH:45]=2)[CH:37]=[CH:36][N:35]=[CH:34]1.